This data is from Catalyst prediction with 721,799 reactions and 888 catalyst types from USPTO. The task is: Predict which catalyst facilitates the given reaction. (1) Reactant: [CH:1]12[CH2:8][CH2:7][CH:4]([CH2:5][CH2:6]1)[C:3](=[O:9])[NH:2]2.Cl[C:11]1[CH:16]=[CH:15][CH:14]=[CH:13][N:12]=1.C([O-])([O-])=O.[Cs+].[Cs+].CC1(C)C2C(=C(P(C3C=CC=CC=3)C3C=CC=CC=3)C=CC=2)OC2C(P(C3C=CC=CC=3)C3C=CC=CC=3)=CC=CC1=2. Product: [N:12]1[CH:13]=[CH:14][CH:15]=[CH:16][C:11]=1[N:2]1[C:3](=[O:9])[CH:4]2[CH2:7][CH2:8][CH:1]1[CH2:6][CH2:5]2. The catalyst class is: 77. (2) Reactant: [F:1][CH:2]([F:17])[O:3][C:4]1[CH:9]=[CH:8][C:7]([CH2:10][OH:11])=[CH:6][C:5]=1[CH:12]1[O:16][CH2:15][CH2:14][O:13]1.[H-].[Na+].[CH3:20]I. Product: [F:17][CH:2]([F:1])[O:3][C:4]1[CH:9]=[CH:8][C:7]([CH2:10][O:11][CH3:20])=[CH:6][C:5]=1[CH:12]1[O:13][CH2:14][CH2:15][O:16]1. The catalyst class is: 1. (3) The catalyst class is: 2. Product: [O:4]1[CH2:5][CH2:6][N:1]([C:15](=[O:22])[CH2:16][C:17]([O:19][CH2:20][CH3:21])=[O:18])[CH2:2][CH2:3]1. Reactant: [NH:1]1[CH2:6][CH2:5][O:4][CH2:3][CH2:2]1.C(N(CC)CC)C.Cl[C:15](=[O:22])[CH2:16][C:17]([O:19][CH2:20][CH3:21])=[O:18].O. (4) Reactant: C([O:4][CH:5]([C:7]1[N:15]=[C:14]2[C:10]([NH:11][C:12](=[O:42])[N:13]2[C:16]2[CH:21]=[C:20]([O:22][CH2:23][C:24]3[C:29]([O:30][CH3:31])=[CH:28][CH:27]=[C:26]([F:32])[C:25]=3[F:33])[C:19]([O:34][CH2:35][C:36]([O:38][CH2:39][CH3:40])=[O:37])=[CH:18][C:17]=2[Cl:41])=[C:9]([O:43][CH3:44])[N:8]=1)[CH3:6])(=O)C.C(OC(C1N=C(Cl)C([N+]([O-])=O)=C(OC)N=1)C)(=O)C.NC1C(Cl)=CC(OCC(OCC)=O)=C(OCC2C(OC)=CC=C(F)C=2F)C=1.NC1C(Cl)=CC(OCC(OCC)=O)=C(OCC2C(OC)=CC=CC=2F)C=1.[O-]CC.[Na+].Cl. Product: [Cl:41][C:17]1[CH:18]=[C:19]([O:34][CH2:35][C:36]([O:38][CH2:39][CH3:40])=[O:37])[C:20]([O:22][CH2:23][C:24]2[C:29]([O:30][CH3:31])=[CH:28][CH:27]=[C:26]([F:32])[C:25]=2[F:33])=[CH:21][C:16]=1[N:13]1[C:12](=[O:42])[NH:11][C:10]2[C:14]1=[N:15][C:7]([CH:5]([OH:4])[CH3:6])=[N:8][C:9]=2[O:43][CH3:44]. The catalyst class is: 199. (5) The catalyst class is: 1. Reactant: C([Li])CCC.[CH3:6][Si:7]([CH3:18])([CH3:17])[CH2:8][CH2:9][O:10][CH2:11][N:12]1[CH:16]=[CH:15][N:14]=[N:13]1.[CH3:19][Si:20]([CH3:27])([CH3:26])[C:21]#[C:22][C:23](=[O:25])[CH3:24]. Product: [CH3:19][Si:20]([CH3:27])([CH3:26])[C:21]#[C:22][C:23]([C:15]1[N:14]=[N:13][N:12]([CH2:11][O:10][CH2:9][CH2:8][Si:7]([CH3:18])([CH3:17])[CH3:6])[CH:16]=1)([OH:25])[CH3:24]. (6) Reactant: Br[CH2:2][C:3]1[CH:24]=[CH:23][C:6]([C:7]([NH:9][C:10]2[CH:15]=[CH:14][C:13]([Cl:16])=[C:12]([C:17]3[CH:22]=[CH:21][CH:20]=[CH:19][N:18]=3)[CH:11]=2)=[O:8])=[CH:5][CH:4]=1.[NH:25]1[CH2:30][CH2:29][O:28][CH2:27][CH2:26]1. Product: [Cl:16][C:13]1[CH:14]=[CH:15][C:10]([NH:9][C:7](=[O:8])[C:6]2[CH:23]=[CH:24][C:3]([CH2:2][N:25]3[CH2:30][CH2:29][O:28][CH2:27][CH2:26]3)=[CH:4][CH:5]=2)=[CH:11][C:12]=1[C:17]1[CH:22]=[CH:21][CH:20]=[CH:19][N:18]=1. The catalyst class is: 16. (7) Reactant: [Br:1][C:2]1[CH:6]=[C:5]([C:7]2[O:12][C:11](=[O:13])[C:10]3[CH:14]=[C:15]([C:19]#[N:20])[CH:16]=[C:17]([CH3:18])[C:9]=3[N:8]=2)[N:4]([C:21]2[CH:26]=[CH:25][CH:24]=[CH:23][C:22]=2[Cl:27])[N:3]=1.[CH3:28][NH2:29]. Product: [Br:1][C:2]1[CH:6]=[C:5]([C:7]([NH:8][C:9]2[C:10]([C:11]([NH:29][CH3:28])=[O:13])=[CH:14][C:15]([C:19]#[N:20])=[CH:16][C:17]=2[CH3:18])=[O:12])[N:4]([C:21]2[CH:26]=[CH:25][CH:24]=[CH:23][C:22]=2[Cl:27])[N:3]=1. The catalyst class is: 10. (8) Reactant: [CH3:1][CH:2]([C:4]1[CH:5]=[C:6]([O:10][C:11]2[N:16]=[CH:15][C:14]([NH:17][C:18](=[O:22])[C@@H:19]([CH3:21])[NH2:20])=[CH:13][CH:12]=2)[CH:7]=[CH:8][CH:9]=1)[CH3:3].C(N(CC)CC)C.Cl[C:31](Cl)([O:33]C(=O)OC(Cl)(Cl)Cl)Cl.C([O-])(O)=O.[Na+]. Product: [CH3:21][C@H:19]1[NH:20][C:31](=[O:33])[N:17]([C:14]2[CH:15]=[N:16][C:11]([O:10][C:6]3[CH:7]=[CH:8][CH:9]=[C:4]([CH:2]([CH3:1])[CH3:3])[CH:5]=3)=[CH:12][CH:13]=2)[C:18]1=[O:22]. The catalyst class is: 4. (9) Reactant: [Cl:1][C:2]1[CH:3]=[CH:4][C:5]2[CH:9]=[C:8]([S:10]([N:13]3[CH2:18][CH2:17][N:16]([CH2:19][C:20]4[NH:28][C:27]5[CH:26]=[CH:25][N:24]=[CH:23][C:22]=5[CH:21]=4)[C:15](=[O:29])[CH2:14]3)(=[O:12])=[O:11])[S:7][C:6]=2[CH:30]=1.[H-].[Na+].[CH3:33]I. Product: [Cl:1][C:2]1[CH:3]=[CH:4][C:5]2[CH:9]=[C:8]([S:10]([N:13]3[CH2:18][CH2:17][N:16]([CH2:19][C:20]4[N:28]([CH3:33])[C:27]5[CH:26]=[CH:25][N:24]=[CH:23][C:22]=5[CH:21]=4)[C:15](=[O:29])[CH2:14]3)(=[O:12])=[O:11])[S:7][C:6]=2[CH:30]=1. The catalyst class is: 3.